From a dataset of Catalyst prediction with 721,799 reactions and 888 catalyst types from USPTO. Predict which catalyst facilitates the given reaction. (1) Reactant: [F:1][CH:2]([F:32])[C:3]1[N:7]([C:8]2[N:13]=[C:12]([N:14]3[CH2:19][CH2:18][NH:17][CH2:16][CH2:15]3)[N:11]=[C:10]([C:20]3[CH:25]=[CH:24][N:23]=[CH:22][CH:21]=3)[N:9]=2)[C:6]2[CH:26]=[CH:27][CH:28]=[C:29]([O:30][CH3:31])[C:5]=2[N:4]=1.C(N(C(C)C)CC)(C)C.[Cl:42][CH2:43][C:44](Cl)=[O:45]. Product: [ClH:42].[Cl:42][CH2:43][C:44]([N:17]1[CH2:16][CH2:15][N:14]([C:12]2[N:11]=[C:10]([C:20]3[CH:25]=[CH:24][N:23]=[CH:22][CH:21]=3)[N:9]=[C:8]([N:7]3[C:6]4[CH:26]=[CH:27][CH:28]=[C:29]([O:30][CH3:31])[C:5]=4[N:4]=[C:3]3[CH:2]([F:1])[F:32])[N:13]=2)[CH2:19][CH2:18]1)=[O:45]. The catalyst class is: 2. (2) Reactant: [CH3:1][N:2]([CH2:10][C:11]1[CH:16]=[C:15]([O:17][C:18]2[CH:19]=[C:20]3[C:24](=[CH:25][CH:26]=2)[N:23]([C:27](=[O:39])[NH:28][C:29]2[CH:33]=[C:32]([C:34]([F:37])([F:36])[F:35])[N:31]([CH3:38])[N:30]=2)[CH:22]=[CH:21]3)[N:14]=[CH:13][N:12]=1)C(=O)OC(C)(C)C.FC(F)(F)C(O)=O. Product: [CH3:38][N:31]1[C:32]([C:34]([F:35])([F:36])[F:37])=[CH:33][C:29]([NH:28][C:27]([N:23]2[C:24]3[C:20](=[CH:19][C:18]([O:17][C:15]4[CH:16]=[C:11]([CH2:10][NH:2][CH3:1])[N:12]=[CH:13][N:14]=4)=[CH:26][CH:25]=3)[CH:21]=[CH:22]2)=[O:39])=[N:30]1. The catalyst class is: 4. (3) Reactant: [NH2:1][C:2]1[C:3]([F:11])=[C:4]([CH:7]=[CH:8][C:9]=1[F:10])[CH2:5][NH2:6].[C:12](Cl)(=[O:17])[C:13]([CH3:16])([CH3:15])[CH3:14]. Product: [NH2:1][C:2]1[C:3]([F:11])=[C:4]([CH:7]=[CH:8][C:9]=1[F:10])[CH2:5][NH:6][C:12](=[O:17])[C:13]([CH3:16])([CH3:15])[CH3:14]. The catalyst class is: 49. (4) Reactant: [C:1]([O:5][C:6]([NH:8][C@@H:9]1[CH2:11][C@H:10]1[C:12]1[CH:13]=[C:14]([C:18]([O:20]C)=[O:19])[S:15][C:16]=1[CH3:17])=[O:7])([CH3:4])([CH3:3])[CH3:2].[OH-].[Na+].Cl. Product: [C:1]([O:5][C:6]([NH:8][C@@H:9]1[CH2:11][C@H:10]1[C:12]1[CH:13]=[C:14]([C:18]([OH:20])=[O:19])[S:15][C:16]=1[CH3:17])=[O:7])([CH3:4])([CH3:2])[CH3:3]. The catalyst class is: 111. (5) Reactant: [Cl:1][C:2]1[CH:19]=[CH:18][C:17]([CH:20]2[C@H:25]([O:26]CC3C=CC=CC=3)[C@@H:24]([O:34]CC3C=CC=CC=3)[C@H:23]([O:42]CC3C=CC=CC=3)[C@@H:22]([CH2:50][O:51]CC3C=CC=CC=3)[O:21]2)=[CH:16][C:3]=1[CH2:4][C:5]1[S:6][C:7]([C:10]2[CH:15]=[CH:14][N:13]=[CH:12][CH:11]=2)=[N:8][N:9]=1.I[Si](C)(C)C. Product: [Cl:1][C:2]1[CH:19]=[CH:18][C:17]([CH:20]2[C@H:25]([OH:26])[C@@H:24]([OH:34])[C@H:23]([OH:42])[C@@H:22]([CH2:50][OH:51])[O:21]2)=[CH:16][C:3]=1[CH2:4][C:5]1[S:6][C:7]([C:10]2[CH:11]=[CH:12][N:13]=[CH:14][CH:15]=2)=[N:8][N:9]=1. The catalyst class is: 10.